From a dataset of Catalyst prediction with 721,799 reactions and 888 catalyst types from USPTO. Predict which catalyst facilitates the given reaction. (1) Reactant: [Cl:1][C:2]1[CH:3]=[C:4]2[C:9](=[CH:10][CH:11]=1)[NH:8][C:7](=[O:12])[N:6]([CH2:13][C:14]([F:17])([F:16])[F:15])[C:5]2(O)[C:18]1[CH:23]=[CH:22][CH:21]=[CH:20][CH:19]=1.[CH2:25](N(CC)CC)[CH3:26].S(Cl)(Cl)=O.C([Mg]Br)C. Product: [CH2:25]([C:5]1([C:18]2[CH:23]=[CH:22][CH:21]=[CH:20][CH:19]=2)[C:4]2[C:9](=[CH:10][CH:11]=[C:2]([Cl:1])[CH:3]=2)[NH:8][C:7](=[O:12])[N:6]1[CH2:13][C:14]([F:17])([F:16])[F:15])[CH3:26]. The catalyst class is: 1. (2) The catalyst class is: 12. Reactant: [NH2:1][C@H:2]1[CH2:7][CH2:6][CH2:5][CH2:4][C@H:3]1[C:8]([OH:10])=[O:9].Cl.[CH3:12]O. Product: [NH2:1][C@H:2]1[CH2:7][CH2:6][CH2:5][CH2:4][C@H:3]1[C:8]([O:10][CH3:12])=[O:9].